This data is from Catalyst prediction with 721,799 reactions and 888 catalyst types from USPTO. The task is: Predict which catalyst facilitates the given reaction. Reactant: [F:1][C:2]1[CH:11]=[C:10]([N+:12]([O-:14])=[O:13])[C:9]([F:15])=[CH:8][C:3]=1[C:4](OC)=[O:5].CC(C[AlH]CC(C)C)C. Product: [F:1][C:2]1[CH:11]=[C:10]([N+:12]([O-:14])=[O:13])[C:9]([F:15])=[CH:8][C:3]=1[CH2:4][OH:5]. The catalyst class is: 1.